Task: Predict the product of the given reaction.. Dataset: Forward reaction prediction with 1.9M reactions from USPTO patents (1976-2016) (1) Given the reactants [NH2:1][C:2]1[CH:17]=[CH:16][CH:15]=[C:14]([O:18]C)[C:3]=1[C:4]([NH:6][CH2:7][C:8]1[CH:13]=[CH:12][CH:11]=[CH:10][CH:9]=1)=[O:5].C(S)CCCCCCCCCCC.C[O-].[Na+], predict the reaction product. The product is: [NH2:1][C:2]1[CH:17]=[CH:16][CH:15]=[C:14]([OH:18])[C:3]=1[C:4]([NH:6][CH2:7][C:8]1[CH:13]=[CH:12][CH:11]=[CH:10][CH:9]=1)=[O:5]. (2) Given the reactants [CH3:1][N:2]1[C:6]2=[N:7][CH:8]=[CH:9][CH:10]=[C:5]2[N:4]=[C:3]1S(C)(=O)=O.[C:15]([O:18][CH2:19][C:20]1[CH:25]=[CH:24][N:23]=[C:22]2[N:26]([C:32]3[CH:37]=[CH:36][C:35]([OH:38])=[CH:34][CH:33]=3)[C:27](=[O:31])[N:28]([CH2:29][CH3:30])[C:21]=12)(=[O:17])[CH3:16].CC(C)([O-])C.[K+].[Cl-].[Cl-].[Ca+2], predict the reaction product. The product is: [C:15]([O:18][CH2:19][C:20]1[CH:25]=[CH:24][N:23]=[C:22]2[N:26]([C:32]3[CH:33]=[CH:34][C:35]([O:38][C:3]4[N:2]([CH3:1])[C:6]5=[N:7][CH:8]=[CH:9][CH:10]=[C:5]5[N:4]=4)=[CH:36][CH:37]=3)[C:27](=[O:31])[N:28]([CH2:29][CH3:30])[C:21]=12)(=[O:17])[CH3:16]. (3) Given the reactants [CH2:1]([CH:3]([CH2:6][CH2:7][CH2:8][CH3:9])[CH2:4][NH2:5])[CH3:2].[CH3:10][CH:11]([CH3:16])[CH2:12][C:13](=O)[CH3:14].C(O[BH-](OC(=O)C)OC(=O)C)(=O)C.[Na+], predict the reaction product. The product is: [CH2:1]([CH:3]([CH2:6][CH2:7][CH2:8][CH3:9])[CH2:4][NH:5][CH:13]([CH2:12][CH:11]([CH3:16])[CH3:10])[CH3:14])[CH3:2]. (4) Given the reactants [CH3:1][N:2]([C:18]1[CH:23]=[CH:22][CH:21]=[C:20]([NH:24]C(=O)C(F)(F)F)[CH:19]=1)[C:3]1[N:8]=[C:7]2[S:9][C:10]([NH:12][C:13]([CH:15]3[CH2:17][CH2:16]3)=[O:14])=[N:11][C:6]2=[CH:5][CH:4]=1.[Cl-].[NH4+], predict the reaction product. The product is: [NH2:24][C:20]1[CH:19]=[C:18]([N:2]([CH3:1])[C:3]2[N:8]=[C:7]3[S:9][C:10]([NH:12][C:13]([CH:15]4[CH2:16][CH2:17]4)=[O:14])=[N:11][C:6]3=[CH:5][CH:4]=2)[CH:23]=[CH:22][CH:21]=1. (5) Given the reactants C(O[C:4]([C:6]1[C:7]2[S:15][CH:14]=[C:13]([CH2:16][O:17][C:18]3[CH:23]=[CH:22][CH:21]=[C:20]([NH:24][C:25](=[O:33])[C:26]4[CH:31]=[CH:30][C:29]([Cl:32])=[CH:28][CH:27]=4)[CH:19]=3)[C:8]=2[C:9]([NH2:12])=[N:10][CH:11]=1)=[O:5])C.[NH2:34][CH2:35][CH2:36][CH2:37][OH:38], predict the reaction product. The product is: [OH:38][CH2:37][CH2:36][CH2:35][NH:34][C:4]([C:6]1[C:7]2[S:15][CH:14]=[C:13]([CH2:16][O:17][C:18]3[CH:23]=[CH:22][CH:21]=[C:20]([NH:24][C:25](=[O:33])[C:26]4[CH:31]=[CH:30][C:29]([Cl:32])=[CH:28][CH:27]=4)[CH:19]=3)[C:8]=2[C:9]([NH2:12])=[N:10][CH:11]=1)=[O:5]. (6) The product is: [NH:24]1[C:32]2[C:27](=[C:28]([C:2]3[CH:3]=[C:4]([N:8]4[C:16]5[CH:15]=[CH:14][C:13]([CH3:17])=[CH:12][C:11]=5[C:10]5[CH2:18][N:19]([CH3:22])[CH2:20][CH2:21][C:9]4=5)[CH:5]=[CH:6][CH:7]=3)[CH:29]=[CH:30][CH:31]=2)[CH:26]=[N:25]1. Given the reactants Br[C:2]1[CH:3]=[C:4]([N:8]2[C:16]3[CH:15]=[CH:14][C:13]([CH3:17])=[CH:12][C:11]=3[C:10]3[CH2:18][N:19]([CH3:22])[CH2:20][CH2:21][C:9]2=3)[CH:5]=[CH:6][CH:7]=1.Cl.[NH:24]1[C:32]2[CH:31]=[CH:30][CH:29]=[C:28](B(O)O)[C:27]=2[CH:26]=[N:25]1.C([O-])([O-])=O.[K+].[K+].O, predict the reaction product. (7) The product is: [F:16][C:11]([F:17])([C:8]1[N:9]=[CH:10][C:5]([CH:3]([S:2]([CH3:1])=[N:20][C:19]#[N:18])[CH3:4])=[CH:6][CH:7]=1)[C:12]([F:13])([F:14])[F:15]. Given the reactants [CH3:1][S:2][CH:3]([C:5]1[CH:6]=[CH:7][C:8]([C:11]([F:17])([F:16])[C:12]([F:15])([F:14])[F:13])=[N:9][CH:10]=1)[CH3:4].[N:18]#[C:19][NH2:20].C(O)(=O)C.C(O)(=O)C.IC1C=CC=CC=1, predict the reaction product.